From a dataset of Forward reaction prediction with 1.9M reactions from USPTO patents (1976-2016). Predict the product of the given reaction. (1) Given the reactants [C:12]([O:11][C:9](O[C:9]([O:11][C:12]([CH3:15])([CH3:14])[CH3:13])=[O:10])=[O:10])([CH3:15])([CH3:14])[CH3:13].[NH2:16][C:17]([C:21]1[CH:26]=[CH:25][CH:24]=[C:23]([Br:27])[CH:22]=1)([CH3:20])[CH2:18][OH:19].C([O-])(O)=O.[Na+].OS([O-])(=O)=O.[K+], predict the reaction product. The product is: [C:12]([O:11][C:9](=[O:10])[NH:16][C:17]([C:21]1[CH:26]=[CH:25][CH:24]=[C:23]([Br:27])[CH:22]=1)([CH3:20])[CH2:18][OH:19])([CH3:13])([CH3:14])[CH3:15]. (2) Given the reactants [NH2:1][NH:2][C:3]([NH2:5])=[S:4].[C:6]([OH:11])(=[O:10])[C:7]([CH3:9])=O, predict the reaction product. The product is: [C:3]([NH:2][N:1]=[C:7]([CH3:9])[C:6]([OH:11])=[O:10])(=[S:4])[NH2:5].